From a dataset of Catalyst prediction with 721,799 reactions and 888 catalyst types from USPTO. Predict which catalyst facilitates the given reaction. Reactant: O[C:2]1[N:3]=[C:4](C)[CH:5]=[C:6]2[CH2:11][CH2:10][O:9][C:8](=[O:12])[C:7]=12.[C:14](=[O:17])([O-])[O-].[K+].[K+].I[CH3:21]. Product: [CH3:21][O:17][CH2:14][C:2]1[N:3]=[CH:4][CH:5]=[C:6]2[CH2:11][CH2:10][O:9][C:8](=[O:12])[C:7]=12. The catalyst class is: 9.